Dataset: NCI-60 drug combinations with 297,098 pairs across 59 cell lines. Task: Regression. Given two drug SMILES strings and cell line genomic features, predict the synergy score measuring deviation from expected non-interaction effect. (1) Drug 1: CC12CCC3C(C1CCC2=O)CC(=C)C4=CC(=O)C=CC34C. Synergy scores: CSS=46.6, Synergy_ZIP=-5.17, Synergy_Bliss=1.94, Synergy_Loewe=-3.91, Synergy_HSA=2.29. Drug 2: COC1=CC(=CC(=C1O)OC)C2C3C(COC3=O)C(C4=CC5=C(C=C24)OCO5)OC6C(C(C7C(O6)COC(O7)C8=CC=CS8)O)O. Cell line: OVCAR3. (2) Drug 1: CCCS(=O)(=O)NC1=C(C(=C(C=C1)F)C(=O)C2=CNC3=C2C=C(C=N3)C4=CC=C(C=C4)Cl)F. Drug 2: CC1=C(C=C(C=C1)NC2=NC=CC(=N2)N(C)C3=CC4=NN(C(=C4C=C3)C)C)S(=O)(=O)N.Cl. Cell line: CCRF-CEM. Synergy scores: CSS=9.51, Synergy_ZIP=8.47, Synergy_Bliss=15.4, Synergy_Loewe=12.2, Synergy_HSA=12.6.